Dataset: Forward reaction prediction with 1.9M reactions from USPTO patents (1976-2016). Task: Predict the product of the given reaction. The product is: [CH2:19]([O:21][C:22](=[O:35])[CH2:23][O:24][C:25]1[CH:30]=[C:29]([CH3:31])[C:28]([C:32]2[NH:1][C:2]3[CH:3]=[C:4]([C:5](=[O:6])[NH:7][C:8]4[CH:13]=[CH:12][CH:11]=[C:10]([Cl:14])[CH:9]=4)[CH:15]=[CH:16][C:17]=3[N:18]=2)=[C:27]([CH3:34])[CH:26]=1)[CH3:20]. Given the reactants [NH2:1][C:2]1[CH:3]=[C:4]([CH:15]=[CH:16][C:17]=1[NH2:18])[C:5]([NH:7][C:8]1[CH:13]=[CH:12][CH:11]=[C:10]([Cl:14])[CH:9]=1)=[O:6].[CH2:19]([O:21][C:22](=[O:35])[CH2:23][O:24][C:25]1[CH:30]=[C:29]([CH3:31])[C:28]([CH:32]=O)=[C:27]([CH3:34])[CH:26]=1)[CH3:20], predict the reaction product.